Task: Predict the reactants needed to synthesize the given product.. Dataset: Full USPTO retrosynthesis dataset with 1.9M reactions from patents (1976-2016) (1) Given the product [CH3:1][O:2][C:3](=[O:63])[C@H:4]1[O:50][C@@H:8]([O:9][C:10]2[CH:15]=[CH:14][C:13]([C:16]3[N:17]([CH2:34][C:35]4[CH:36]=[CH:37][C:38]([O:41][CH2:42][CH2:43][N:44]5[CH2:45][CH2:46][CH2:47][CH2:48][CH2:49]5)=[CH:39][CH:40]=4)[C:18]4[C:23]([C:24]=3[CH3:25])=[CH:22][C:21]([OH:26])=[CH:20][CH:19]=4)=[CH:12][CH:11]=2)[C@:7]([C:52](=[O:54])[CH3:53])([OH:51])[C@@:6]([C:56](=[O:58])[CH3:57])([OH:55])[C@@H:5]1[O:59][C:60](=[O:62])[CH3:61], predict the reactants needed to synthesize it. The reactants are: [CH3:1][O:2][C:3](=[O:63])[C@H:4]1[O:50][C@@H:8]([O:9][C:10]2[CH:15]=[CH:14][C:13]([C:16]3[N:17]([CH2:34][C:35]4[CH:40]=[CH:39][C:38]([O:41][CH2:42][CH2:43][N:44]5[CH2:49][CH2:48][CH2:47][CH2:46][CH2:45]5)=[CH:37][CH:36]=4)[C:18]4[C:23]([C:24]=3[CH3:25])=[CH:22][C:21]([O:26]CC3C=CC=CC=3)=[CH:20][CH:19]=4)=[CH:12][CH:11]=2)[C@:7]([C:52](=[O:54])[CH3:53])([OH:51])[C@@:6]([C:56](=[O:58])[CH3:57])([OH:55])[C@@H:5]1[O:59][C:60](=[O:62])[CH3:61]. (2) Given the product [CH:1]1([O:4][C:5]2[CH:12]=[C:11]([CH2:13][CH2:14][N:19]3[CH2:20][CH2:21][N:16]([CH2:22][CH2:23][C:24]4[CH:33]=[CH:32][C:27]5[C:28](=[O:31])[O:29][CH2:30][C:26]=5[CH:25]=4)[CH2:17][CH2:18]3)[CH:10]=[CH:9][C:6]=2[C:7]#[N:8])[CH2:2][CH2:3]1, predict the reactants needed to synthesize it. The reactants are: [CH:1]1([O:4][C:5]2[CH:12]=[C:11]([CH2:13][CH:14]=O)[CH:10]=[CH:9][C:6]=2[C:7]#[N:8])[CH2:3][CH2:2]1.[N:16]1([CH2:22][CH2:23][C:24]2[CH:33]=[CH:32][C:27]3[C:28](=[O:31])[O:29][CH2:30][C:26]=3[CH:25]=2)[CH2:21][CH2:20][NH:19][CH2:18][CH2:17]1.[BH-](OC(C)=O)(OC(C)=O)OC(C)=O.[Na+]. (3) Given the product [Cl:1][C:2]1[S:6][C:5]([C:7]2([OH:27])[CH2:12][CH2:11][N:10]([CH2:13][CH:14]([C:16]3[CH:17]=[C:18]4[C:23](=[CH:24][CH:25]=3)[NH:22][C:21](=[O:26])[CH2:20][CH2:19]4)[OH:15])[CH2:9][CH2:8]2)=[CH:4][CH:3]=1, predict the reactants needed to synthesize it. The reactants are: [Cl:1][C:2]1[S:6][C:5]([C:7]2([OH:27])[CH2:12][CH2:11][N:10]([CH2:13][C:14]([C:16]3[CH:17]=[C:18]4[C:23](=[CH:24][CH:25]=3)[NH:22][C:21](=[O:26])[CH2:20][CH2:19]4)=[O:15])[CH2:9][CH2:8]2)=[CH:4][CH:3]=1.[BH4-].[Na+]. (4) Given the product [Br:27][C:9]1[CH:8]=[C:7]([C:6]2[S:5][C:4]([C:14]3[CH:15]=[CH:16][CH:17]=[CH:18][CH:19]=3)=[N:3][C:2]=2[CH3:1])[CH:12]=[CH:11][C:10]=1[NH2:13], predict the reactants needed to synthesize it. The reactants are: [CH3:1][C:2]1[N:3]=[C:4]([C:14]2[CH:19]=[CH:18][CH:17]=[CH:16][CH:15]=2)[S:5][C:6]=1[C:7]1[CH:12]=[CH:11][C:10]([NH2:13])=[CH:9][CH:8]=1.C1C(=O)N([Br:27])C(=O)C1. (5) Given the product [CH3:22][C:23]1[CH:24]=[CH:25][C:26]2[N:27]([CH:36]=1)[C:28](=[O:35])[C:29]([C:32]([O:34][CH2:2][CH3:7])=[O:33])=[CH:30][N:31]=2, predict the reactants needed to synthesize it. The reactants are: F[C:2]1C=C(N)C=C[C:7]=1OC1C2C(=CC(OC)=CC=2)N=CC=1.[CH3:22][C:23]1[CH:24]=[CH:25][C:26]2[N:27]([CH:36]=1)[C:28](=[O:35])[C:29]([C:32]([OH:34])=[O:33])=[CH:30][N:31]=2.CN(C(ON1N=NC2C=CC=NC1=2)=[N+](C)C)C.F[P-](F)(F)(F)(F)F. (6) Given the product [CH:1]1([O:7][CH2:16][C:13]2[CH:14]=[CH:15][CH:10]=[CH:11][CH:12]=2)[CH2:6][CH2:5][CH2:4][CH:3]=[CH:2]1, predict the reactants needed to synthesize it. The reactants are: [CH:1]1([OH:7])[CH2:6][CH2:5][CH2:4][CH:3]=[CH:2]1.[H-].[Na+].[CH:10]1[CH:15]=[CH:14][C:13]([CH2:16]Br)=[CH:12][CH:11]=1.